The task is: Predict the reaction yield, written as a fraction of the theoretical maximum amount of product (1.0 means a 100% yield; for example, 0.34 means a 34% yield).. This data is from Reaction yield outcomes from USPTO patents with 853,638 reactions. The reactants are C([NH:4][C:5]1([C:18]2[CH:23]=[CH:22][C:21]([Cl:24])=[CH:20][CH:19]=2)[CH2:10][CH2:9][N:8](C(OCC)=O)[CH2:7][C:6]1([CH3:17])[CH3:16])(=O)C.[OH-].[Na+].O. The catalyst is C(O)C. The product is [Cl:24][C:21]1[CH:22]=[CH:23][C:18]([C:5]2([NH2:4])[CH2:10][CH2:9][NH:8][CH2:7][C:6]2([CH3:16])[CH3:17])=[CH:19][CH:20]=1. The yield is 0.930.